This data is from Forward reaction prediction with 1.9M reactions from USPTO patents (1976-2016). The task is: Predict the product of the given reaction. (1) Given the reactants [CH3:1][O:2][C:3]([C:5]1([NH:12][C:13](=[O:24])[C:14]2[CH:19]=[CH:18][C:17]([C:20](=[O:22])[CH3:21])=[C:16]([OH:23])[CH:15]=2)[CH2:11][CH2:10][CH2:9][CH2:8][CH2:7][CH2:6]1)=[O:4].[C:25]1([CH3:34])[CH:30]=[CH:29][CH:28]=[C:27]([CH2:31][CH2:32]O)[CH:26]=1, predict the reaction product. The product is: [CH3:1][O:2][C:3]([C:5]1([NH:12][C:13](=[O:24])[C:14]2[CH:19]=[CH:18][C:17]([C:20](=[O:22])[CH3:21])=[C:16]([O:23][CH2:32][CH2:31][C:27]3[CH:26]=[C:25]([CH3:34])[CH:30]=[CH:29][CH:28]=3)[CH:15]=2)[CH2:6][CH2:7][CH2:8][CH2:9][CH2:10][CH2:11]1)=[O:4]. (2) The product is: [C:11]1([CH:10]([C:17]2[CH:22]=[CH:21][CH:20]=[CH:19][CH:18]=2)[N:8]2[CH2:7][CH:6]([N:23]3[CH2:28][CH2:27][S:26][CH2:25][CH2:24]3)[CH2:9]2)[CH:12]=[CH:13][CH:14]=[CH:15][CH:16]=1. Given the reactants CS(O[CH:6]1[CH2:9][N:8]([CH:10]([C:17]2[CH:22]=[CH:21][CH:20]=[CH:19][CH:18]=2)[C:11]2[CH:16]=[CH:15][CH:14]=[CH:13][CH:12]=2)[CH2:7]1)(=O)=O.[NH:23]1[CH2:28][CH2:27][S:26][CH2:25][CH2:24]1.CCN(C(C)C)C(C)C, predict the reaction product. (3) Given the reactants Cl[C:2]1[CH:7]=[C:6]([CH2:8][N:9]2[C:13]([CH3:15])([CH3:14])[C:12](=[O:16])[N:11]([C:17]3[CH:25]=[C:24]4[C:20]([C:21]([CH3:41])([CH3:40])[CH2:22][N:23]4[C:26](=[O:39])[CH2:27][N:28]([CH:36]([CH3:38])[CH3:37])C(=O)OC(C)(C)C)=[CH:19][CH:18]=3)C2=O)[CH:5]=[CH:4][N:3]=1.[CH3:43][N:44]([CH3:48])[C:45]([NH2:47])=[O:46].CC1(C)C2C=CC(P(C3C=CC=CC=3)C3C=CC=CC=3)=CC=2OC2C1=CC=C(P(C1C=CC=CC=1)C1C=CC=CC=1)C=2.[C:91](=[O:94])([O-])[O-].[Cs+].[Cs+].Cl, predict the reaction product. The product is: [CH:36]([NH:28][CH2:27][C:26]([N:23]1[C:24]2[C:20](=[CH:19][CH:18]=[C:17]([N:11]3[C:12](=[O:16])[C:13]([CH3:15])([CH3:14])[N:9]([CH2:8][C:6]4[CH:5]=[CH:4][N:3]=[C:2]([NH:47][C:45](=[O:46])[N:44]([CH3:48])[CH3:43])[CH:7]=4)[C:91]3=[O:94])[CH:25]=2)[C:21]([CH3:40])([CH3:41])[CH2:22]1)=[O:39])([CH3:38])[CH3:37]. (4) Given the reactants [NH2:1][C:2]1[C:21]([F:22])=[C:20]([Cl:23])[CH:19]=[CH:18][C:3]=1[CH2:4][N:5]1[C:14]2[C:9](=[CH:10][CH:11]=[C:12](Br)[CH:13]=2)[C:8](=[O:16])[CH:7]=[C:6]1[CH3:17].[CH3:24][C:25]1[C:29](B2OC(C)(C)C(C)(C)O2)=[C:28]([CH3:39])[O:27][N:26]=1.C(=O)(O)[O-].[Na+].C1(P(C2C=CC=CC=2)C2C=CC=CC=2)C=CC=CC=1, predict the reaction product. The product is: [NH2:1][C:2]1[C:21]([F:22])=[C:20]([Cl:23])[CH:19]=[CH:18][C:3]=1[CH2:4][N:5]1[C:14]2[C:9](=[CH:10][CH:11]=[C:12]([C:29]3[C:25]([CH3:24])=[N:26][O:27][C:28]=3[CH3:39])[CH:13]=2)[C:8](=[O:16])[CH:7]=[C:6]1[CH3:17]. (5) Given the reactants [Si]([O:18][CH:19]1[C:29]2[C:24](=[N:25][CH:26]=[C:27]([Cl:30])[CH:28]=2)[CH:23]=[CH:22][C:21]2[CH:31]=[N:32][C:33]([CH:35]([F:37])[CH3:36])=[CH:34][C:20]1=2)(C(C)(C)C)(C1C=CC=CC=1)C1C=CC=CC=1.CCCC[N+](CCCC)(CCCC)CCCC.[F-], predict the reaction product. The product is: [Cl:30][C:27]1[CH:28]=[C:29]2[CH:19]([OH:18])[C:20]3[CH:34]=[C:33]([CH:35]([F:37])[CH3:36])[N:32]=[CH:31][C:21]=3[CH:22]=[CH:23][C:24]2=[N:25][CH:26]=1. (6) Given the reactants [CH3:1][N:2]([CH:4]=[N:5][C:6]1[C:7]2[N:8]=[CH:9][N:10]([C:41]=2[N:42]=[CH:43][N:44]=1)[C@@H:11]1[O:40][C@H:37]([CH2:38][OH:39])[C@@H:35]([OH:36])[C@H:12]1[O:13][CH2:14][CH2:15][CH2:16][N:17]([C:28]([O:30][C:31]([CH3:34])([CH3:33])[CH3:32])=[O:29])[C:18]([NH2:27])=[N:19][C:20]([O:22][C:23]([CH3:26])([CH3:25])[CH3:24])=[O:21])[CH3:3].[CH3:45][O:46][C:47]1[CH:68]=[CH:67][C:50]([C:51](Cl)([C:60]2[CH:65]=[CH:64][CH:63]=[CH:62][CH:61]=2)[C:52]2[CH:57]=[CH:56][C:55]([O:58][CH3:59])=[CH:54][CH:53]=2)=[CH:49][CH:48]=1, predict the reaction product. The product is: [CH3:1][N:2]([CH:4]=[N:5][C:6]1[C:7]2[N:8]=[CH:9][N:10]([C:41]=2[N:42]=[CH:43][N:44]=1)[C@@H:11]1[O:40][C@H:37]([CH2:38][O:39][C:51]([C:60]2[CH:65]=[CH:64][CH:63]=[CH:62][CH:61]=2)([C:52]2[CH:57]=[CH:56][C:55]([O:58][CH3:59])=[CH:54][CH:53]=2)[C:50]2[CH:49]=[CH:48][C:47]([O:46][CH3:45])=[CH:68][CH:67]=2)[C@@H:35]([OH:36])[C@H:12]1[O:13][CH2:14][CH2:15][CH2:16][N:17]([C:28]([O:30][C:31]([CH3:34])([CH3:33])[CH3:32])=[O:29])[C:18]([NH2:27])=[N:19][C:20]([O:22][C:23]([CH3:24])([CH3:25])[CH3:26])=[O:21])[CH3:3]. (7) Given the reactants [Br:1][C:2]1[N:7]=[C:6]([N:8]2[CH2:14][CH:13]([OH:15])[CH2:12][N:11]([C:16]([O:18][C:19]([CH3:22])([CH3:21])[CH3:20])=[O:17])[CH2:10][CH2:9]2)[CH:5]=[CH:4][CH:3]=1.CC(OI1(OC(C)=O)(OC(C)=O)OC(=O)C2C1=CC=CC=2)=O, predict the reaction product. The product is: [Br:1][C:2]1[N:7]=[C:6]([N:8]2[CH2:14][C:13](=[O:15])[CH2:12][N:11]([C:16]([O:18][C:19]([CH3:22])([CH3:21])[CH3:20])=[O:17])[CH2:10][CH2:9]2)[CH:5]=[CH:4][CH:3]=1.